This data is from Forward reaction prediction with 1.9M reactions from USPTO patents (1976-2016). The task is: Predict the product of the given reaction. (1) Given the reactants [Br:1][CH2:2][C:3]1[C:12]2[C:7](=[CH:8][CH:9]=[CH:10][C:11]=2[CH2:13]Br)[CH:6]=[CH:5][CH:4]=1.ClCC1C(C)=C(CCl)C(C)=CC=1C.[NH2:28][C:29]([NH2:31])=[S:30], predict the reaction product. The product is: [BrH:1].[BrH:1].[C:29]([S:30][CH2:2][C:3]1[C:12]2[C:7](=[CH:8][CH:9]=[CH:10][C:11]=2[CH2:13][S:30][C:29](=[NH:28])[NH2:31])[CH:6]=[CH:5][CH:4]=1)(=[NH:31])[NH2:28]. (2) Given the reactants [F:1][C:2]1[CH:3]=[C:4]([CH:6]=[CH:7][C:8]=1[CH2:9][N:10]1[CH2:15][CH2:14][O:13][CH2:12][CH2:11]1)[NH2:5].C[Al](C)C.[NH:20](/[C:24](/[CH3:30])=[CH:25]\[C:26](OC)=[O:27])[C:21]([CH3:23])=O, predict the reaction product. The product is: [F:1][C:2]1[CH:3]=[C:4]([N:5]2[C:26](=[O:27])[CH:25]=[C:24]([CH3:30])[N:20]=[C:21]2[CH3:23])[CH:6]=[CH:7][C:8]=1[CH2:9][N:10]1[CH2:15][CH2:14][O:13][CH2:12][CH2:11]1. (3) Given the reactants [Cl:1][C:2]1[CH:7]=[C:6]([OH:8])[CH:5]=[CH:4][C:3]=1[C:9]1[CH:14]=[CH:13][CH:12]=[C:11]([CH2:15][O:16][C:17]2[CH:22]=[CH:21][C:20]([C:23]3([CH2:27][C:28]([O:30][CH2:31][CH3:32])=[O:29])[CH2:26][O:25][CH2:24]3)=[CH:19][CH:18]=2)[CH:10]=1.CC1C=CC(S(O[CH2:44][C:45]2([CH3:49])[CH2:48][O:47][CH2:46]2)(=O)=O)=CC=1.C(=O)([O-])[O-].[Cs+].[Cs+], predict the reaction product. The product is: [Cl:1][C:2]1[CH:7]=[C:6]([O:8][CH2:44][C:45]2([CH3:49])[CH2:48][O:47][CH2:46]2)[CH:5]=[CH:4][C:3]=1[C:9]1[CH:14]=[CH:13][CH:12]=[C:11]([CH2:15][O:16][C:17]2[CH:22]=[CH:21][C:20]([C:23]3([CH2:27][C:28]([O:30][CH2:31][CH3:32])=[O:29])[CH2:24][O:25][CH2:26]3)=[CH:19][CH:18]=2)[CH:10]=1. (4) Given the reactants [OH:1][C:2]1[CH:3]=[CH:4][C:5]2[NH:10][C:9](=[O:11])[O:8][C:7]([CH3:13])([CH3:12])[C:6]=2[CH:14]=1.C(N(CC)CC)C.[Cl:22][C:23]1[C:28]([Cl:29])=[CH:27][CH:26]=[CH:25][C:24]=1[S:30](Cl)(=[O:32])=[O:31], predict the reaction product. The product is: [CH3:13][C:7]1([CH3:12])[C:6]2[CH:14]=[C:2]([O:1][S:30]([C:24]3[CH:25]=[CH:26][CH:27]=[C:28]([Cl:29])[C:23]=3[Cl:22])(=[O:32])=[O:31])[CH:3]=[CH:4][C:5]=2[NH:10][C:9](=[O:11])[O:8]1. (5) Given the reactants Cl[C:2]1[C:7]([C:8]([NH2:10])=[O:9])=[CH:6][N:5]=[C:4](Cl)C=1.[O:12]([C:19]1[CH:24]=[CH:23][C:22]([OH:25])=[CH:21][CH:20]=1)[C:13]1[CH:18]=[CH:17][CH:16]=[CH:15][CH:14]=1.[NH:26]1[CH2:31][CH2:30][CH2:29][CH:28]([NH:32][C:33](=[O:39])OC(C)(C)C)[CH2:27]1.C(O)(=O)[CH:41]=[CH2:42].C(C1C=CC(C2CCN(C(OC(C)(C)C)=O)CC=2)=NC=1NC1C=CC(CCN2CCCC2)=CC=1)(=O)[NH2:46], predict the reaction product. The product is: [C:33]([NH:32][CH:28]1[CH2:29][CH2:30][CH2:31][N:26]([C:4]2[N:5]=[C:6]([O:25][C:22]3[CH:21]=[CH:20][C:19]([O:12][C:13]4[CH:18]=[CH:17][CH:16]=[CH:15][CH:14]=4)=[CH:24][CH:23]=3)[C:7]([C:8]([NH2:10])=[O:9])=[CH:2][N:46]=2)[CH2:27]1)(=[O:39])[CH:41]=[CH2:42].